This data is from Reaction yield outcomes from USPTO patents with 853,638 reactions. The task is: Predict the reaction yield, written as a fraction of the theoretical maximum amount of product (1.0 means a 100% yield; for example, 0.34 means a 34% yield). (1) The reactants are [Cl:1][C:2]1[CH:7]=[C:6]([Cl:8])[CH:5]=[CH:4][C:3]=1[C:9]1[CH:13]=[C:12]([OH:14])[NH:11][N:10]=1.S(OC)(O[CH3:19])(=O)=O.C(=O)([O-])[O-].[K+].[K+].N.Cl. The catalyst is C1(C)C=CC=CC=1. The product is [Cl:1][C:2]1[CH:7]=[C:6]([Cl:8])[CH:5]=[CH:4][C:3]=1[C:9]1[CH:13]=[C:12]([OH:14])[N:11]([CH3:19])[N:10]=1. The yield is 0.668. (2) The product is [Br:10][C:11]1[CH:18]=[CH:17][CH:16]=[CH:15][C:12]=1[CH:13]1[C:22]([C:21]([O:20][CH3:19])=[O:26])=[C:23]([CH3:24])[NH:25][C:3]([CH3:5])=[C:2]1[C:1]([O:7][CH2:8][CH3:9])=[O:6]. The reactants are [C:1]([O:7][CH2:8][CH3:9])(=[O:6])[CH2:2][C:3]([CH3:5])=O.[Br:10][C:11]1[CH:18]=[CH:17][CH:16]=[CH:15][C:12]=1[CH:13]=O.[CH3:19][O:20][C:21](=[O:26])/[CH:22]=[C:23](\[NH2:25])/[CH3:24].CC(O)=O. The yield is 0.300. The catalyst is CCO.CCOC(C)=O.